Dataset: Forward reaction prediction with 1.9M reactions from USPTO patents (1976-2016). Task: Predict the product of the given reaction. (1) Given the reactants [NH2:1][C:2]1[C:3]([C:12]([NH:14][C@H:15]([C:22]([O:24][CH3:25])=[O:23])[CH2:16][O:17][C:18]([CH3:21])([CH3:20])[CH3:19])=[O:13])=[CH:4][C:5]2[C:10]([CH:11]=1)=[CH:9][CH:8]=[CH:7][CH:6]=2.[N:26]([C:29]1[C:34]([CH3:35])=[CH:33][C:32]([CH3:36])=[CH:31][C:30]=1[CH3:37])=[C:27]=[O:28], predict the reaction product. The product is: [CH3:21][C:18]([O:17][CH2:16][C@@H:15]([C:22]([O:24][CH3:25])=[O:23])[NH:14][C:12]([C:3]1[C:2]([NH:1][C:27]([NH:26][C:29]2[C:30]([CH3:37])=[CH:31][C:32]([CH3:36])=[CH:33][C:34]=2[CH3:35])=[O:28])=[CH:11][C:10]2[C:5](=[CH:6][CH:7]=[CH:8][CH:9]=2)[CH:4]=1)=[O:13])([CH3:19])[CH3:20]. (2) Given the reactants [C:1]1([O:11][CH2:12][C:13]([NH:15][C@H:16]([C:20]([NH:22][CH:23]([CH:32]([OH:35])[CH2:33][F:34])[CH2:24][C:25]([O:27][C:28]([CH3:31])([CH3:30])[CH3:29])=[O:26])=[O:21])[CH:17]([CH3:19])[CH3:18])=[O:14])[C:10]2[C:5](=[CH:6][CH:7]=[CH:8][CH:9]=2)[CH:4]=[CH:3][CH:2]=1.C[N+]1([O-])CCOCC1, predict the reaction product. The product is: [C:1]1([O:11][CH2:12][C:13]([NH:15][C@H:16]([C:20]([NH:22][CH:23]([C:32](=[O:35])[CH2:33][F:34])[CH2:24][C:25]([O:27][C:28]([CH3:29])([CH3:31])[CH3:30])=[O:26])=[O:21])[CH:17]([CH3:18])[CH3:19])=[O:14])[C:10]2[C:5](=[CH:6][CH:7]=[CH:8][CH:9]=2)[CH:4]=[CH:3][CH:2]=1. (3) Given the reactants [P:1]([O:20][CH2:21][CH2:22][NH:23][C:24]([C:37]1[CH:42]=[CH:41][CH:40]=[CH:39][CH:38]=1)([C:31]1[CH:36]=[CH:35][CH:34]=[CH:33][CH:32]=1)[C:25]1[CH:30]=[CH:29][CH:28]=[CH:27][CH:26]=1)([O:11][CH2:12][CH2:13][O:14][C:15](=[O:19])[C:16]([CH3:18])=[CH2:17])([O:3]CC1C=CC=CC=1)=[O:2].[I-].[Na+:44], predict the reaction product. The product is: [P:1]([O-:3])([O:20][CH2:21][CH2:22][NH:23][C:24]([C:25]1[CH:30]=[CH:29][CH:28]=[CH:27][CH:26]=1)([C:37]1[CH:38]=[CH:39][CH:40]=[CH:41][CH:42]=1)[C:31]1[CH:32]=[CH:33][CH:34]=[CH:35][CH:36]=1)([O:11][CH2:12][CH2:13][O:14][C:15](=[O:19])[C:16]([CH3:18])=[CH2:17])=[O:2].[Na+:44].